Dataset: Full USPTO retrosynthesis dataset with 1.9M reactions from patents (1976-2016). Task: Predict the reactants needed to synthesize the given product. Given the product [Si:18]([O:25][C:26]1[C:27]([F:38])=[C:28]([C:32]([CH2:33][CH:34]2[CH2:36][CH2:35]2)=[CH:13][C:14]([O:16][CH3:17])=[O:15])[CH:29]=[CH:30][CH:31]=1)([C:21]([CH3:24])([CH3:23])[CH3:22])([CH3:20])[CH3:19], predict the reactants needed to synthesize it. The reactants are: C([N-]C(C)C)(C)C.[Li+].C[Si]([CH2:13][C:14]([O:16][CH3:17])=[O:15])(C)C.[Si:18]([O:25][C:26]1[C:27]([F:38])=[C:28]([C:32](=O)[CH2:33][CH:34]2[CH2:36][CH2:35]2)[CH:29]=[CH:30][CH:31]=1)([C:21]([CH3:24])([CH3:23])[CH3:22])([CH3:20])[CH3:19].